This data is from Full USPTO retrosynthesis dataset with 1.9M reactions from patents (1976-2016). The task is: Predict the reactants needed to synthesize the given product. Given the product [CH3:43][N:44]([CH2:55][CH2:56][CH2:57][CH2:58][CH:59]=[CH:9][CH2:10][CH2:11][CH2:12][CH2:13][CH2:14][CH2:15][CH2:16][CH2:17][CH2:18][C:19]1[CH:20]=[CH:21][CH:22]=[CH:23][CH:24]=1)[C:45](=[O:54])[O:46][CH2:47][C:48]1[CH:53]=[CH:52][CH:51]=[CH:50][CH:49]=1, predict the reactants needed to synthesize it. The reactants are: [Br-].C1([P+](C2C=CC=CC=2)(C2C=CC=CC=2)[CH2:9][CH2:10][CH2:11][CH2:12][CH2:13][CH2:14][CH2:15][CH2:16][CH2:17][CH2:18][C:19]2[CH:24]=[CH:23][CH:22]=[CH:21][CH:20]=2)C=CC=CC=1.CC(C)([O-])C.[K+].[CH3:43][N:44]([CH2:55][CH2:56][CH2:57][CH2:58][CH:59]=O)[C:45](=[O:54])[O:46][CH2:47][C:48]1[CH:53]=[CH:52][CH:51]=[CH:50][CH:49]=1.C(OC)(C)(C)C.